From a dataset of Catalyst prediction with 721,799 reactions and 888 catalyst types from USPTO. Predict which catalyst facilitates the given reaction. (1) Reactant: CO[C:3](OC)([CH3:5])[CH3:4].C1(S(O)(=O)=O)C=CC=CC=1.[NH:18]([C:26]([O:28][C:29]([CH3:32])([CH3:31])[CH3:30])=[O:27])[C@H:19]([C:22]([O:24][CH3:25])=[O:23])[CH2:20][OH:21]. Product: [CH3:25][O:24][C:22]([C@@H:19]1[CH2:20][O:21][C:3]([CH3:5])([CH3:4])[N:18]1[C:26]([O:28][C:29]([CH3:32])([CH3:31])[CH3:30])=[O:27])=[O:23]. The catalyst class is: 7. (2) Reactant: C[CH2:2][C:3]([C:6]([O:8][C@@H:9]1[C@@H:14]2[C@@H:15]([CH2:20][CH2:21][C@@H:22](O)[CH2:23][C@@H:24]([OH:29])[CH2:25][C:26]([O-:28])=[O:27])[C@@H:16]([CH3:19])[CH:17]=[CH:18][C:13]2=[CH:12][C@H:11]([CH3:31])[CH2:10]1)=[O:7])([CH3:5])[CH3:4].[NH4+].[CH4:33]. Product: [CH3:33][CH2:4][C:3]([C:6]([O:8][C@@H:9]1[C@@H:14]2[C@@H:15]([CH2:20][CH2:21][C@H:22]3[O:27][C:26](=[O:28])[CH2:25][C@H:24]([OH:29])[CH2:23]3)[C@@H:16]([CH3:19])[CH:17]=[CH:18][C:13]2=[CH:12][C@H:11]([CH3:31])[CH2:10]1)=[O:7])([CH3:5])[CH3:2]. The catalyst class is: 11. (3) Reactant: [C:1]1([CH:11]=O)[C:10]2[C:5](=[CH:6][CH:7]=[CH:8][CH:9]=2)[CH:4]=[CH:3][CH:2]=1.[CH3:13][C:14]([CH3:16])=[O:15].[OH-].[Na+].O. Product: [C:1]1([CH:11]=[CH:13][C:14](=[O:15])[CH:16]=[CH:11][C:1]2[C:10]3[C:5](=[CH:6][CH:7]=[CH:8][CH:9]=3)[CH:4]=[CH:3][CH:2]=2)[C:10]2[C:5](=[CH:6][CH:7]=[CH:8][CH:9]=2)[CH:4]=[CH:3][CH:2]=1. The catalyst class is: 8. (4) Product: [CH3:36][C:29]1[CH:30]=[C:31]([O:35][S:45]([CH3:44])(=[O:47])=[O:46])[CH:32]=[C:33]([CH3:34])[C:28]=1[C:24]1[CH:25]=[CH:26][CH:27]=[C:22]([CH2:21][N:8]([S:9]([C:12]2[CH:17]=[CH:16][CH:15]=[CH:14][C:13]=2[N+:18]([O-:20])=[O:19])(=[O:10])=[O:11])[C:6]2[CH:5]=[CH:4][C:3]([CH2:37][CH2:38][C:39]([O:41][CH2:42][CH3:43])=[O:40])=[C:2]([F:1])[CH:7]=2)[CH:23]=1. The catalyst class is: 17. Reactant: [F:1][C:2]1[CH:7]=[C:6]([N:8]([CH2:21][C:22]2[CH:23]=[C:24]([C:28]3[C:33]([CH3:34])=[CH:32][C:31]([OH:35])=[CH:30][C:29]=3[CH3:36])[CH:25]=[CH:26][CH:27]=2)[S:9]([C:12]2[CH:17]=[CH:16][CH:15]=[CH:14][C:13]=2[N+:18]([O-:20])=[O:19])(=[O:11])=[O:10])[CH:5]=[CH:4][C:3]=1[CH2:37][CH2:38][C:39]([O:41][CH2:42][CH3:43])=[O:40].[CH3:44][S:45](Cl)(=[O:47])=[O:46].O. (5) Reactant: [CH2:1]([O:3][C:4]([C:6]1[CH:11]=[N:10][N:9]2[C:12]([C:30]([N:32]3[CH2:37][CH2:36][N:35]([C:38]([O:40][C:41]([CH3:44])([CH3:43])[CH3:42])=[O:39])[CH2:34][CH2:33]3)=[O:31])=[C:13]([CH2:21][C:22]3[CH:27]=[CH:26][CH:25]=[C:24]([F:28])[C:23]=3[CH3:29])[C:14]([C:15]3[CH:20]=[CH:19][CH:18]=[CH:17][CH:16]=3)=[C:8]2[C:7]=1Cl)=[O:5])[CH3:2].C(N(CC)CC)C. Product: [CH2:1]([O:3][C:4]([C:6]1[CH:11]=[N:10][N:9]2[C:12]([C:30]([N:32]3[CH2:33][CH2:34][N:35]([C:38]([O:40][C:41]([CH3:42])([CH3:44])[CH3:43])=[O:39])[CH2:36][CH2:37]3)=[O:31])=[C:13]([CH2:21][C:22]3[CH:27]=[CH:26][CH:25]=[C:24]([F:28])[C:23]=3[CH3:29])[C:14]([C:15]3[CH:16]=[CH:17][CH:18]=[CH:19][CH:20]=3)=[C:8]2[CH:7]=1)=[O:5])[CH3:2]. The catalyst class is: 791. (6) Reactant: [Br:1][C:2]1[CH:13]=[CH:12][C:5]([CH2:6][CH:7]([C:10]#[N:11])[C:8]#[N:9])=[CH:4][CH:3]=1.[H-].[Na+].Br[CH2:17][CH2:18][F:19]. Product: [Br:1][C:2]1[CH:3]=[CH:4][C:5]([CH2:6][C:7]([CH2:17][CH2:18][F:19])([C:8]#[N:9])[C:10]#[N:11])=[CH:12][CH:13]=1. The catalyst class is: 9. (7) Reactant: [Cl:1][C:2]1[CH:3]=[C:4]2[C:9](=[CH:10][C:11]=1[C:12](O)=[O:13])[N:8]=[CH:7][N:6]=[C:5]2[NH:15][CH:16]([C:18]1[NH:22][C:21]2[CH:23]=[CH:24][C:25]([Cl:27])=[CH:26][C:20]=2[N:19]=1)[CH3:17].FC1C(OC(N(C)C)=[N+](C)C)=C(F)C(F)=C(F)C=1F.F[P-](F)(F)(F)(F)F.C(N(C(C)C)CC)(C)C.[NH:63]1[CH2:68][CH2:67][CH2:66][CH2:65][CH:64]1[C:69]([O:71][CH2:72][CH3:73])=[O:70].FC(F)(F)C(O)=O. Product: [Cl:1][C:2]1[CH:3]=[C:4]2[C:9](=[CH:10][C:11]=1[C:12]([N:63]1[CH2:68][CH2:67][CH2:66][CH2:65][CH:64]1[C:69]([O:71][CH2:72][CH3:73])=[O:70])=[O:13])[N:8]=[CH:7][N:6]=[C:5]2[NH:15][CH:16]([C:18]1[NH:22][C:21]2[CH:23]=[CH:24][C:25]([Cl:27])=[CH:26][C:20]=2[N:19]=1)[CH3:17]. The catalyst class is: 16.